Dataset: Full USPTO retrosynthesis dataset with 1.9M reactions from patents (1976-2016). Task: Predict the reactants needed to synthesize the given product. (1) Given the product [CH3:1][CH2:2][C@@H:3]([C:6]([O:8][C@@H:9]1[C@@H:14]2[C@@H:15]([CH2:20][CH2:21][C@H:22]3[O:28][C:26](=[O:27])[CH2:25][C@H:24]([OH:29])[CH2:23]3)[C@@H:16]([CH3:19])[CH:17]=[CH:18][C:13]2=[CH:12][C@H:11]([CH3:30])[CH2:10]1)=[O:7])[CH3:4], predict the reactants needed to synthesize it. The reactants are: [CH3:1][CH2:2][C:3]([C:6]([O:8][C@@H:9]1[C@@H:14]2[C@@H:15]([CH2:20][CH2:21][C@H:22]3[O:28][C:26](=[O:27])[CH2:25][C@H:24]([OH:29])[CH2:23]3)[C@@H:16]([CH3:19])[CH:17]=[CH:18][C:13]2=[CH:12][C@H:11]([CH3:30])[CH2:10]1)=[O:7])(C)[CH3:4].CC[C@@H](C(O[C@@H]1[C@@H]2[C@@H](CC[C@@H](O)C[C@@H](O)CC(O)=O)[C@@H](C)C=CC2=C[C@@H](O)C1)=O)C.CC(N1C(/C=C/[C@@H](O)C[C@@H](O)CC([O-])=O)=C(C2C=CC(F)=CC=2)C2C=CC=CC1=2)C.[Na+]. (2) Given the product [CH2:1]([C:5]1[CH:6]=[C:7]2[C:11](=[C:12]([O:14][CH2:15][CH2:16][C:17]3[CH:21]=[CH:20][S:19][CH:18]=3)[CH:13]=1)[NH:10][N:9]=[C:8]2[NH:22][C:23]1[S:24][CH:27]=[CH:28][N:25]=1)[CH:2]([CH3:4])[CH3:3], predict the reactants needed to synthesize it. The reactants are: [CH2:1]([C:5]1[CH:6]=[C:7]2[C:11](=[C:12]([O:14][CH2:15][CH2:16][C:17]3[CH:21]=[CH:20][S:19][CH:18]=3)[CH:13]=1)[NH:10][N:9]=[C:8]2[NH:22][C:23]([NH2:25])=[S:24])[CH:2]([CH3:4])[CH3:3].Br[CH2:27][CH:28](OCC)OCC.C(=O)([O-])O.[Na+]. (3) Given the product [CH3:1][C:11]1([C:15]([O:17][CH2:18][CH3:19])=[O:16])[CH2:12][CH2:13][CH2:14][N:9]([C:20]([O:22][C:23]([CH3:25])([CH3:24])[CH3:26])=[O:21])[CH2:10]1, predict the reactants needed to synthesize it. The reactants are: [CH:1]([N-]C(C)C)(C)C.[Li+].[N:9]1([C:20]([O:22][C:23]([CH3:26])([CH3:25])[CH3:24])=[O:21])[CH2:14][CH2:13][CH2:12][CH:11]([C:15]([O:17][CH2:18][CH3:19])=[O:16])[CH2:10]1. (4) The reactants are: [F:1][C:2]1[C:3]([O:16][CH2:17][C:18]2[CH:23]=[CH:22][CH:21]=[CH:20][CH:19]=2)=[C:4]([C:8]2[NH:9][C:10]([CH3:15])=[CH:11][C:12](=[O:14])[N:13]=2)[CH:5]=[CH:6][CH:7]=1.[H-].[Li+].[Br-].[Li+].[CH:28]1([CH2:34][CH2:35]Br)[CH2:33][CH2:32][CH2:31][CH2:30][CH2:29]1. Given the product [CH:28]1([CH2:34][CH2:35][N:13]2[C:12](=[O:14])[CH:11]=[C:10]([CH3:15])[N:9]=[C:8]2[C:4]2[CH:5]=[CH:6][CH:7]=[C:2]([F:1])[C:3]=2[O:16][CH2:17][C:18]2[CH:19]=[CH:20][CH:21]=[CH:22][CH:23]=2)[CH2:33][CH2:32][CH2:31][CH2:30][CH2:29]1, predict the reactants needed to synthesize it. (5) Given the product [NH2:1][C:4]1[CH:5]=[CH:6][C:7]([N:10]2[CH2:15][CH2:14][CH2:13][C@@H:12]([N:16]3[C:20]4=[C:21]5[CH:27]=[CH:26][NH:25][C:22]5=[N:23][CH:24]=[C:19]4[NH:18][C:17]3=[O:28])[CH2:11]2)=[N:8][CH:9]=1, predict the reactants needed to synthesize it. The reactants are: [N+:1]([C:4]1[CH:5]=[CH:6][C:7]([N:10]2[CH2:15][CH2:14][CH2:13][C@@H:12]([N:16]3[C:20]4=[C:21]5[CH:27]=[CH:26][NH:25][C:22]5=[N:23][CH:24]=[C:19]4[NH:18][C:17]3=[O:28])[CH2:11]2)=[N:8][CH:9]=1)([O-])=O.O.C([O-])=O.[NH4+].